From a dataset of Reaction yield outcomes from USPTO patents with 853,638 reactions. Predict the reaction yield, written as a fraction of the theoretical maximum amount of product (1.0 means a 100% yield; for example, 0.34 means a 34% yield). (1) The reactants are I[C:2]1[CH:7]=[CH:6][CH:5]=[CH:4][CH:3]=1.[CH:8]1[C:16]2[C:15]3[CH:17]=[CH:18][CH:19]=[CH:20][C:14]=3[S:13][C:12]=2[C:11]([C:21]2[CH:33]=[CH:32][C:31]3[C:30]4[C:25](=[CH:26][C:27]([C:34]5[C:39]6[S:40][C:41]7[CH:46]=[CH:45][CH:44]=[CH:43][C:42]=7[C:38]=6[CH:37]=[CH:36][CH:35]=5)=[CH:28][CH:29]=4)[NH:24][C:23]=3[CH:22]=2)=[CH:10][CH:9]=1.CC(C)([O-])C.[Na+].C1(C)C(C)=CC=CC=1. The catalyst is C1C=CC(/C=C/C(/C=C/C2C=CC=CC=2)=O)=CC=1.C1C=CC(/C=C/C(/C=C/C2C=CC=CC=2)=O)=CC=1.[Pd].C(P(C(C)(C)C)C(C)(C)C)(C)(C)C.C1(C)C=CC=CC=1. The product is [CH:37]1[C:38]2[C:42]3[CH:43]=[CH:44][CH:45]=[CH:46][C:41]=3[S:40][C:39]=2[C:34]([C:27]2[CH:28]=[CH:29][C:30]3[C:31]4[C:23](=[CH:22][C:21]([C:11]5[C:12]6[S:13][C:14]7[CH:20]=[CH:19][CH:18]=[CH:17][C:15]=7[C:16]=6[CH:8]=[CH:9][CH:10]=5)=[CH:33][CH:32]=4)[N:24]([C:2]4[CH:7]=[CH:6][CH:5]=[CH:4][CH:3]=4)[C:25]=3[CH:26]=2)=[CH:35][CH:36]=1. The yield is 0.930. (2) The reactants are [CH3:1][O-:2].[Na+].Br[C:5]1[CH:6]=[C:7]2[C:11](=[CH:12][CH:13]=1)[N:10]([CH2:14][CH2:15][CH2:16][C:17]([N:19]([CH2:21][C:22]1[CH:27]=[C:26]([F:28])[CH:25]=[CH:24][C:23]=1[O:29][CH3:30])[CH3:20])=[O:18])[CH:9]=[CH:8]2. The catalyst is CN(C)C=O.[Cu](I)I. The product is [F:28][C:26]1[CH:25]=[CH:24][C:23]([O:29][CH3:30])=[C:22]([CH:27]=1)[CH2:21][N:19]([CH3:20])[C:17](=[O:18])[CH2:16][CH2:15][CH2:14][N:10]1[C:11]2[C:7](=[CH:6][C:5]([O:2][CH3:1])=[CH:13][CH:12]=2)[CH:8]=[CH:9]1. The yield is 0.300. (3) The reactants are [C:1]([O:5][C:6]([N:8]1[CH2:12][CH2:11][C:10]([C:16]([C:18]2[S:19][C:20](Cl)=[C:21]([Cl:23])[CH:22]=2)=[O:17])([CH2:13][CH2:14][CH3:15])[CH2:9]1)=[O:7])([CH3:4])([CH3:3])[CH3:2].[CH3:25]B1OB(C)OB(C)O1.C(=O)([O-])[O-].[K+].[K+]. The catalyst is O1CCOCC1.C1C=CC([P]([Pd]([P](C2C=CC=CC=2)(C2C=CC=CC=2)C2C=CC=CC=2)([P](C2C=CC=CC=2)(C2C=CC=CC=2)C2C=CC=CC=2)[P](C2C=CC=CC=2)(C2C=CC=CC=2)C2C=CC=CC=2)(C2C=CC=CC=2)C2C=CC=CC=2)=CC=1. The product is [C:1]([O:5][C:6]([N:8]1[CH2:12][CH2:11][C:10]([C:16]([C:18]2[S:19][C:20]([CH3:25])=[C:21]([Cl:23])[CH:22]=2)=[O:17])([CH2:13][CH2:14][CH3:15])[CH2:9]1)=[O:7])([CH3:3])([CH3:4])[CH3:2]. The yield is 0.870. (4) The reactants are [NH:1]1[CH:5]=[C:4]([C:6]2[C:7]3[CH:14]=[CH:13][N:12]([CH2:15][O:16][CH2:17][CH2:18][Si:19]([CH3:22])([CH3:21])[CH3:20])[C:8]=3[N:9]=[CH:10][N:11]=2)[CH:3]=[N:2]1.[C:23]([OH:28])(=[O:27])[CH:24]=[CH:25][CH3:26].[CH2:29]1CCN2C(=NCCC2)C[CH2:30]1.[C:40](#N)C. No catalyst specified. The product is [CH3:26][C:25]([N:1]1[CH:5]=[C:4]([C:6]2[C:7]3[CH:14]=[CH:13][N:12]([CH2:15][O:16][CH2:17][CH2:18][Si:19]([CH3:22])([CH3:21])[CH3:20])[C:8]=3[N:9]=[CH:10][N:11]=2)[CH:3]=[N:2]1)([CH3:40])[CH2:24][C:23]([O:28][CH2:29][CH3:30])=[O:27]. The yield is 0.910. (5) The reactants are [F:1][C:2]([F:24])([F:23])[O:3][C:4]1[CH:9]=[CH:8][C:7]([N:10]2[CH:14]=[N:13][C:12]([C:15]3[CH:22]=[CH:21][C:18]([CH:19]=O)=[CH:17][CH:16]=3)=[N:11]2)=[CH:6][CH:5]=1.[C:25]([CH2:27][C:28]([O:30][CH2:31][CH3:32])=[O:29])#[N:26].N1CCCC1. The catalyst is C(O)C. The product is [C:25](/[C:27](=[CH:19]/[C:18]1[CH:21]=[CH:22][C:15]([C:12]2[N:13]=[CH:14][N:10]([C:7]3[CH:8]=[CH:9][C:4]([O:3][C:2]([F:23])([F:1])[F:24])=[CH:5][CH:6]=3)[N:11]=2)=[CH:16][CH:17]=1)/[C:28]([O:30][CH2:31][CH3:32])=[O:29])#[N:26]. The yield is 0.500. (6) The reactants are CO[C:3]([C@@H:5]1[O:9][C:8](=[O:10])[N:7]([C:11]2[CH:24]=[CH:23][C:14]3[N:15]([CH3:22])[C:16](=[O:21])[C:17]([F:20])([F:19])[O:18][C:13]=3[CH:12]=2)[CH2:6]1)=[O:4].[NH3:25]. The catalyst is CO. The product is [F:20][C:17]1([F:19])[C:16](=[O:21])[N:15]([CH3:22])[C:14]2[CH:23]=[CH:24][C:11]([N:7]3[CH2:6][C@H:5]([C:3]([NH2:25])=[O:4])[O:9][C:8]3=[O:10])=[CH:12][C:13]=2[O:18]1. The yield is 0.440. (7) The reactants are [NH2:1][C@@H:2]1[C:11]2[C:6](=[CH:7][CH:8]=[CH:9][CH:10]=2)[C@H:5]([OH:12])[CH2:4][CH2:3]1.[H-].[Na+].F[C:16]1[CH:17]=[CH:18][C:19]2[N:20]([C:22]([CH2:25][CH2:26][N:27]3[CH2:32][CH2:31][N:30]([CH3:33])[CH2:29][CH2:28]3)=[N:23][N:24]=2)[CH:21]=1. The catalyst is CN(C=O)C. The product is [CH3:33][N:30]1[CH2:29][CH2:28][N:27]([CH2:26][CH2:25][C:22]2[N:20]3[CH:21]=[C:16]([O:12][C@H:5]4[C:6]5[C:11](=[CH:10][CH:9]=[CH:8][CH:7]=5)[C@@H:2]([NH2:1])[CH2:3][CH2:4]4)[CH:17]=[CH:18][C:19]3=[N:24][N:23]=2)[CH2:32][CH2:31]1. The yield is 0.430.